Dataset: Reaction yield outcomes from USPTO patents with 853,638 reactions. Task: Predict the reaction yield, written as a fraction of the theoretical maximum amount of product (1.0 means a 100% yield; for example, 0.34 means a 34% yield). (1) The reactants are [CH3:1][O:2][C:3]1[C:4]2[N:5]([CH:9]=[C:10](C(O)=O)[N:11]=2)[CH:6]=[CH:7][CH:8]=1.CN([C:18]([O:22]N1N=NC2C=CC=CC1=2)=[N+](C)C)C.F[P-](F)(F)(F)(F)F.[NH:39]1[CH:43]=[CH:42][N:41]=[C:40]1[NH:44][C:45]([C:47]1[C:55]2[NH:54][C:53]([NH2:56])=[N:52][C:51]=2[CH:50]=[CH:49][CH:48]=1)=[O:46]. The catalyst is CN(C=O)C.CCN(C(C)C)C(C)C.[Cl-].[Na+].O. The product is [NH:41]1[CH:42]=[CH:43][N:39]=[C:40]1[NH:44][C:45]([C:47]1[C:55]2[N:54]=[C:53]([NH:56][C:18]([C:9]3[N:5]4[CH:6]=[CH:7][CH:8]=[C:3]([O:2][CH3:1])[C:4]4=[N:11][CH:10]=3)=[O:22])[NH:52][C:51]=2[CH:50]=[CH:49][CH:48]=1)=[O:46]. The yield is 0.400. (2) The reactants are [Br:1][C:2]1[N:3]([CH2:10][C@:11]2([CH3:14])[CH2:13][O:12]2)[CH:4]=[C:5]([N+:7]([O-:9])=[O:8])[N:6]=1.[N:15]1([C:21]([O:23][CH2:24][CH:25]=[CH:26][C:27]2[CH:32]=[CH:31][C:30]([C:33]([F:36])([F:35])[F:34])=[CH:29][CH:28]=2)=[O:22])[CH2:20][CH2:19][NH:18][CH2:17][CH2:16]1.CN(C)C=O. The catalyst is O. The product is [Br:1][C:2]1[N:3]([CH2:10][C@:11]([OH:12])([CH3:14])[CH2:13][N:18]2[CH2:17][CH2:16][N:15]([C:21]([O:23][CH2:24][CH:25]=[CH:26][C:27]3[CH:32]=[CH:31][C:30]([C:33]([F:35])([F:36])[F:34])=[CH:29][CH:28]=3)=[O:22])[CH2:20][CH2:19]2)[CH:4]=[C:5]([N+:7]([O-:9])=[O:8])[N:6]=1. The yield is 0.840. (3) The reactants are [CH3:1][N:2]1[C:6]([C:7]2[S:19][C:10]3[N:11]=[CH:12][N:13]=[C:14]([S:15]([CH3:18])(=[O:17])=[O:16])[C:9]=3[CH:8]=2)=[C:5]([C:20]2[CH:25]=[CH:24][CH:23]=[CH:22][CH:21]=2)[N:4]=[CH:3]1.[CH3:26][O:27][C:28]1[CH:29]=[C:30]([CH:54]=[CH:55][C:56]=1[O:57][CH3:58])CN1C(C2SC3N=CN=C(SC)C=3C=2)=C(C2C=CC=CC=2)N=C1. No catalyst specified. The product is [CH3:26][O:27][C:28]1[CH:29]=[C:30]([CH:54]=[CH:55][C:56]=1[O:57][CH3:58])[CH2:1][N:2]1[C:6]([C:7]2[S:19][C:10]3[N:11]=[CH:12][N:13]=[C:14]([S:15]([CH3:18])(=[O:17])=[O:16])[C:9]=3[CH:8]=2)=[C:5]([C:20]2[CH:25]=[CH:24][CH:23]=[CH:22][CH:21]=2)[N:4]=[CH:3]1. The yield is 0.750. (4) The reactants are [F:1][C:2]1[CH:28]=[CH:27][C:5]([CH2:6][N:7]2[CH2:11][CH2:10][CH:9]([N:12]3[CH2:17][CH2:16][CH:15]([C:18]4[CH:23]=[CH:22][C:21]([O:24]C)=[CH:20][CH:19]=4)[CH2:14][CH2:13]3)[C:8]2=[O:26])=[CH:4][CH:3]=1.B(Br)(Br)Br. The catalyst is ClCCl. The product is [F:1][C:2]1[CH:3]=[CH:4][C:5]([CH2:6][N:7]2[CH2:11][CH2:10][CH:9]([N:12]3[CH2:17][CH2:16][CH:15]([C:18]4[CH:23]=[CH:22][C:21]([OH:24])=[CH:20][CH:19]=4)[CH2:14][CH2:13]3)[C:8]2=[O:26])=[CH:27][CH:28]=1. The yield is 0.730. (5) The reactants are [Li]C(C)(C)C.C[C:7]1[CH:14]=[C:13]([CH:15]=[O:16])[CH:12]=[CH:11][C:8]=1[CH:9]=O.[NH4+].[Cl-].[OH:19][Li].O.C[CH2:23][O:24][CH2:25]C. The catalyst is CCCCC.C1COCC1.CO.O. The product is [CH3:23][O:24]/[CH:25]=[CH:9]/[C:8]1[CH:7]=[CH:14][C:13]([C:15]([OH:16])=[O:19])=[CH:12][CH:11]=1. The yield is 0.200. (6) The reactants are [F:1][C:2]1[CH:7]=[C:6]([I:8])[CH:5]=[CH:4][C:3]=1[NH:9][C:10]([NH:12][CH3:13])=O.C(Br)(Br)(Br)Br.C1C=CC(P(C2C=CC=CC=2)C2C=CC=CC=2)=CC=1. The catalyst is C(Cl)Cl. The product is [F:1][C:2]1[CH:7]=[C:6]([I:8])[CH:5]=[CH:4][C:3]=1[N:9]=[C:10]=[N:12][CH3:13]. The yield is 0.640. (7) The reactants are [F:1][C:2]1[CH:7]=[CH:6][C:5]([O:8][C:9]2[CH:16]=[CH:15][C:14]([CH:17]=[O:18])=[CH:13][C:10]=2[C:11]#[N:12])=[CH:4][C:3]=1[C:19]([F:22])([F:21])[F:20].[BH4-].[Na+]. The catalyst is C(O)C. The product is [F:1][C:2]1[CH:7]=[CH:6][C:5]([O:8][C:9]2[CH:16]=[CH:15][C:14]([CH2:17][OH:18])=[CH:13][C:10]=2[C:11]#[N:12])=[CH:4][C:3]=1[C:19]([F:20])([F:21])[F:22]. The yield is 0.700. (8) The reactants are [Cl:1][C:2]1[CH:3]=[C:4]([C:14]#[N:15])[C:5]([NH:8][C:9](=O)[O:10]CC)=[N:6][CH:7]=1.[CH3:16][O:17][CH2:18][C:19]([NH:21][NH2:22])=O. The catalyst is C1(OC2C=CC=CC=2)C=CC=CC=1. The product is [Cl:1][C:2]1[CH:7]=[N:6][C:5]2[N:8]=[C:9]([OH:10])[N:22]3[N:21]=[C:19]([CH2:18][O:17][CH3:16])[N:15]=[C:14]3[C:4]=2[CH:3]=1. The yield is 0.170. (9) The reactants are [F:1][C:2]([F:41])([F:40])[C:3]1[CH:4]=[C:5]([C@H:13]([O:15][C@H:16]2[CH2:20][N:19]([C:21]([O:23][C:24]([CH3:27])([CH3:26])[CH3:25])=[O:22])[C@H:18]([CH2:28][C:29]([O:31][CH3:32])=[O:30])[C@@H:17]2[C:33]2[CH:38]=[CH:37][C:36]([F:39])=[CH:35][CH:34]=2)[CH3:14])[CH:6]=[C:7]([C:9]([F:12])([F:11])[F:10])[CH:8]=1.[CH3:42][Si]([N-][Si](C)(C)C)(C)C.[Li+].CI. The catalyst is C1COCC1. The product is [F:12][C:9]([F:10])([F:11])[C:7]1[CH:6]=[C:5]([C@H:13]([O:15][C@H:16]2[CH2:20][N:19]([C:21]([O:23][C:24]([CH3:25])([CH3:26])[CH3:27])=[O:22])[C@@H:18]([CH:28]([CH3:42])[C:29]([O:31][CH3:32])=[O:30])[C@@H:17]2[C:33]2[CH:38]=[CH:37][C:36]([F:39])=[CH:35][CH:34]=2)[CH3:14])[CH:4]=[C:3]([C:2]([F:1])([F:40])[F:41])[CH:8]=1. The yield is 0.660.